From a dataset of Forward reaction prediction with 1.9M reactions from USPTO patents (1976-2016). Predict the product of the given reaction. (1) Given the reactants ClC1C=C(C(O)=O)C2C(=CC=CC=2)N=1.N1C=CC=C(B(O)O)C=1.CN1CCN(C2N=CC=CC=2B2OC(C)(C)C(C)(C)O2)CC1.CN1CCN([C:53]2[N:58]=[CH:57][C:56]([C:59]3[CH:68]=[C:67]([C:69]([OH:71])=[O:70])[C:66]4[C:61](=[CH:62][CH:63]=[CH:64][CH:65]=4)[N:60]=3)=[CH:55][CH:54]=2)CC1, predict the reaction product. The product is: [N:58]1[CH:53]=[CH:54][CH:55]=[C:56]([C:59]2[CH:68]=[C:67]([C:69]([OH:71])=[O:70])[C:66]3[C:61](=[CH:62][CH:63]=[CH:64][CH:65]=3)[N:60]=2)[CH:57]=1. (2) Given the reactants [F:1][C:2]1[CH:3]=[C:4]([N+:11]([O-])=O)[CH:5]=[C:6]2[C:10]=1[NH:9][N:8]=[CH:7]2, predict the reaction product. The product is: [NH2:11][C:4]1[CH:5]=[C:6]2[C:10](=[C:2]([F:1])[CH:3]=1)[NH:9][N:8]=[CH:7]2.